This data is from Reaction yield outcomes from USPTO patents with 853,638 reactions. The task is: Predict the reaction yield, written as a fraction of the theoretical maximum amount of product (1.0 means a 100% yield; for example, 0.34 means a 34% yield). (1) The reactants are Br[C:2]1[S:3][CH:4]=[CH:5][CH:6]=1.[Mg].[Br:8][C:9]1[CH:13]=[C:12](Br)[S:11][C:10]=1[CH3:15]. The catalyst is CCOCC.C1C=CC(P(C2C=CC=CC=2)[C-]2C=CC=C2)=CC=1.C1C=CC(P(C2C=CC=CC=2)[C-]2C=CC=C2)=CC=1.Cl[Pd]Cl.[Fe+2]. The product is [Br:8][C:9]1[CH:13]=[C:12]([C:2]2[S:3][CH:4]=[CH:5][CH:6]=2)[S:11][C:10]=1[CH3:15]. The yield is 0.780. (2) The reactants are [NH2:1][C@@H:2]([CH2:6][CH:7]=[CH2:8])[C:3]([OH:5])=[O:4].S(Cl)([Cl:11])=O.C(OCC)C.O.[CH2:19](O)[C:20]1[CH:25]=[CH:24][CH:23]=[CH:22][CH:21]=1. No catalyst specified. The product is [ClH:11].[NH2:1][C@@H:2]([CH2:6][CH:7]=[CH2:8])[C:3]([O:5][CH2:19][C:20]1[CH:25]=[CH:24][CH:23]=[CH:22][CH:21]=1)=[O:4]. The yield is 0.680. (3) The reactants are C([N:8]1[CH:12]=[C:11]([C:13]2[C:21]3[C:16](=[CH:17][N:18]=[C:19]([C:22]4[CH:23]=[N:24][CH:25]=[CH:26][CH:27]=4)[CH:20]=3)[N:15]([CH:28]3[CH2:33][CH2:32][CH2:31][CH2:30][O:29]3)[N:14]=2)[CH:10]=[N:9]1)C1C=CC=CC=1.C1CC=CCC=1. The catalyst is [OH-].[OH-].[Pd+2]. The product is [NH:8]1[CH:12]=[C:11]([C:13]2[C:21]3[C:16](=[CH:17][N:18]=[C:19]([C:22]4[CH:23]=[N:24][CH:25]=[CH:26][CH:27]=4)[CH:20]=3)[N:15]([CH:28]3[CH2:33][CH2:32][CH2:31][CH2:30][O:29]3)[N:14]=2)[CH:10]=[N:9]1. The yield is 0.310. (4) The reactants are [CH3:1][O:2][C:3]1[CH:8]=[CH:7][C:6]([CH:9]2[CH2:14][CH2:13][O:12][CH2:11][CH2:10]2)=[CH:5][C:4]=1[NH:15][C:16]([NH2:18])=[S:17].Br.CS(C)=O.C(OCC)(=O)C. The catalyst is C(O)(=O)C. The product is [CH3:1][O:2][C:3]1[C:4]2[N:15]=[C:16]([NH2:18])[S:17][C:5]=2[C:6]([CH:9]2[CH2:10][CH2:11][O:12][CH2:13][CH2:14]2)=[CH:7][CH:8]=1. The yield is 0.490.